Dataset: Retrosynthesis with 50K atom-mapped reactions and 10 reaction types from USPTO. Task: Predict the reactants needed to synthesize the given product. The reactants are: CC1CCC(C)N1.O=[N+]([O-])c1ccc(F)cc1. Given the product CC1CCC(C)N1c1ccc([N+](=O)[O-])cc1, predict the reactants needed to synthesize it.